This data is from Forward reaction prediction with 1.9M reactions from USPTO patents (1976-2016). The task is: Predict the product of the given reaction. (1) The product is: [ClH:18].[Cl:18][C:14]1[CH:13]=[C:12]([C@@H:10]([OH:11])[CH2:9][NH:8][CH2:19][CH2:20][C:21]2[CH:42]=[CH:41][C:24]([CH2:25][C:26]3[CH:27]=[CH:28][C:29]([O:30][CH2:31][C:32]([OH:34])=[O:33])=[CH:39][CH:40]=3)=[CH:23][CH:22]=2)[CH:17]=[CH:16][CH:15]=1. Given the reactants C(OC([N:8]([CH2:19][CH2:20][C:21]1[CH:42]=[CH:41][C:24]([CH2:25][C:26]2[CH:40]=[CH:39][C:29]([O:30][CH2:31][C:32]([O:34]C(C)(C)C)=[O:33])=[CH:28][CH:27]=2)=[CH:23][CH:22]=1)[CH2:9][C@@H:10]([C:12]1[CH:17]=[CH:16][CH:15]=[C:14]([Cl:18])[CH:13]=1)[OH:11])=O)(C)(C)C.Cl.O1CCCC1, predict the reaction product. (2) Given the reactants C([O:3][C:4](=O)[CH2:5][N:6]1[C:10]2[CH:11]=[C:12]([NH:15][S:16]([C:19]3[CH:24]=[CH:23][CH:22]=[C:21]([Cl:25])[C:20]=3[CH3:26])(=[O:18])=[O:17])[CH:13]=[CH:14][C:9]=2[N:8]=[C:7]1[CH3:27])C.[H-].[H-].[H-].[H-].[Li+].[Al+3], predict the reaction product. The product is: [Cl:25][C:21]1[C:20]([CH3:26])=[C:19]([S:16]([NH:15][C:12]2[CH:13]=[CH:14][C:9]3[N:8]=[C:7]([CH3:27])[N:6]([CH2:5][CH2:4][OH:3])[C:10]=3[CH:11]=2)(=[O:17])=[O:18])[CH:24]=[CH:23][CH:22]=1. (3) The product is: [Br:11][C:10]1[N:5]2[CH:6]=[CH:7][N:8]=[CH:9][C:4]2=[N:3][C:2]=1[CH3:1]. Given the reactants [CH3:1][C:2]1[N:3]=[C:4]2[CH:9]=[N:8][CH:7]=[CH:6][N:5]2[CH:10]=1.[Br:11]N1C(=O)CCC1=O.C1(=O)NC(=O)CC1, predict the reaction product. (4) Given the reactants [CH:1]1([C:6]2[N:11]=[C:10]([CH2:12][C:13]3[CH:18]=[CH:17][C:16]([CH2:19][C:20](O)=[O:21])=[CH:15][CH:14]=3)[CH:9]=[C:8]([CH2:23][CH3:24])[N:7]=2)[CH2:5][CH2:4][CH2:3][CH2:2]1.S(C)C, predict the reaction product. The product is: [CH:1]1([C:6]2[N:11]=[C:10]([CH2:12][C:13]3[CH:14]=[CH:15][C:16]([CH2:19][CH2:20][OH:21])=[CH:17][CH:18]=3)[CH:9]=[C:8]([CH2:23][CH3:24])[N:7]=2)[CH2:2][CH2:3][CH2:4][CH2:5]1.